From a dataset of Full USPTO retrosynthesis dataset with 1.9M reactions from patents (1976-2016). Predict the reactants needed to synthesize the given product. Given the product [C:1]([O:5][C:6]([N:8]1[CH2:11][C:10]([C@@H:13]([C:15]2[CH:16]=[C:17]3[C:26](=[CH:27][C:28]=2[C:34]2[CH:35]=[CH:36][CH:37]=[CH:38][C:33]=2[F:32])[O:25][CH2:24][C:23]2[N:18]3[C@H:19]([CH3:31])[C:20](=[O:30])[NH:21][N:22]=2)[CH3:14])([CH3:12])[CH2:9]1)=[O:7])([CH3:4])([CH3:3])[CH3:2], predict the reactants needed to synthesize it. The reactants are: [C:1]([O:5][C:6]([N:8]1[CH2:11][C:10]([C@H:13]([C:15]2[CH:16]=[C:17]3[C:26](=[CH:27][C:28]=2Br)[O:25][CH2:24][C:23]2[N:18]3[C@H:19]([CH3:31])[C:20](=[O:30])[NH:21][N:22]=2)[CH3:14])([CH3:12])[CH2:9]1)=[O:7])([CH3:4])([CH3:3])[CH3:2].[F:32][C:33]1[CH:38]=[CH:37][CH:36]=[CH:35][C:34]=1B(O)O.C(=O)([O-])[O-].[Na+].[Na+].